From a dataset of NCI-60 drug combinations with 297,098 pairs across 59 cell lines. Regression. Given two drug SMILES strings and cell line genomic features, predict the synergy score measuring deviation from expected non-interaction effect. (1) Drug 1: CC(C)NC(=O)C1=CC=C(C=C1)CNNC.Cl. Drug 2: C(CN)CNCCSP(=O)(O)O. Cell line: KM12. Synergy scores: CSS=-31.6, Synergy_ZIP=12.5, Synergy_Bliss=3.45, Synergy_Loewe=-35.1, Synergy_HSA=-35.0. (2) Drug 1: CC12CCC3C(C1CCC2=O)CC(=C)C4=CC(=O)C=CC34C. Drug 2: CS(=O)(=O)OCCCCOS(=O)(=O)C. Cell line: SR. Synergy scores: CSS=74.8, Synergy_ZIP=1.73, Synergy_Bliss=2.02, Synergy_Loewe=-5.04, Synergy_HSA=2.10.